This data is from Forward reaction prediction with 1.9M reactions from USPTO patents (1976-2016). The task is: Predict the product of the given reaction. (1) Given the reactants [C:1]([O:5][C:6](=[O:45])[NH:7][C:8]1[CH:13]=[CH:12][CH:11]=[C:10]([C:14]2[N:18]=[C:17]([C:19]3[S:23][C:22]([NH:24]C(C4C=CC=CC=4)(C4C=CC=CC=4)C4C=CC=CC=4)=[N:21][C:20]=3[NH2:44])[O:16][N:15]=2)[CH:9]=1)([CH3:4])([CH3:3])[CH3:2], predict the reaction product. The product is: [C:1]([O:5][C:6](=[O:45])[NH:7][C:8]1[CH:13]=[CH:12][CH:11]=[C:10]([C:14]2[N:18]=[C:17]([C:19]3[S:23][C:22]([NH2:24])=[N:21][C:20]=3[NH2:44])[O:16][N:15]=2)[CH:9]=1)([CH3:4])([CH3:2])[CH3:3]. (2) Given the reactants [NH2:1][C:2]1[CH:7]=[CH:6][C:5]([C:8]2[NH:12][N:11]=[C:10]([C:13]([F:22])([F:21])[C:14]([F:20])([F:19])[C:15](OC)=[O:16])[N:9]=2)=[CH:4][CH:3]=1.[NH3:23], predict the reaction product. The product is: [NH2:1][C:2]1[CH:7]=[CH:6][C:5]([C:8]2[NH:12][N:11]=[C:10]([C:13]([F:22])([F:21])[C:14]([F:20])([F:19])[C:15]([NH2:23])=[O:16])[N:9]=2)=[CH:4][CH:3]=1. (3) Given the reactants [F:1][C:2]([F:7])([F:6])[C@@H:3]([OH:5])[CH3:4].CC(C)([O-])C.[Na+].[Cl:14][C:15]1[CH:20]=[C:19](F)[CH:18]=[CH:17][C:16]=1[S:22][C:23]([C:36]1[CH:41]=[CH:40][CH:39]=[CH:38][CH:37]=1)([C:30]1[CH:35]=[CH:34][CH:33]=[CH:32][CH:31]=1)[C:24]1[CH:29]=[CH:28][CH:27]=[CH:26][CH:25]=1, predict the reaction product. The product is: [Cl:14][C:15]1[CH:20]=[C:19]([O:5][C@@H:3]([CH3:4])[C:2]([F:7])([F:6])[F:1])[CH:18]=[CH:17][C:16]=1[S:22][C:23]([C:36]1[CH:37]=[CH:38][CH:39]=[CH:40][CH:41]=1)([C:24]1[CH:25]=[CH:26][CH:27]=[CH:28][CH:29]=1)[C:30]1[CH:35]=[CH:34][CH:33]=[CH:32][CH:31]=1. (4) Given the reactants [NH2:1][C@@H:2]1[C@@H:7]([C:8]2[CH:13]=[CH:12][CH:11]=[CH:10][CH:9]=2)[CH2:6][CH2:5][N:4]([C:14]([O:16][C:17]([CH3:20])([CH3:19])[CH3:18])=[O:15])[CH2:3]1.C(N(CC)CC)C.[N+:28]([C:31]1[CH:36]=[CH:35][CH:34]=[CH:33][C:32]=1[S:37](Cl)(=[O:39])=[O:38])([O-:30])=[O:29].[Cl-].[NH4+], predict the reaction product. The product is: [N+:28]([C:31]1[CH:36]=[CH:35][CH:34]=[CH:33][C:32]=1[S:37]([NH:1][C@@H:2]1[C@@H:7]([C:8]2[CH:13]=[CH:12][CH:11]=[CH:10][CH:9]=2)[CH2:6][CH2:5][N:4]([C:14]([O:16][C:17]([CH3:20])([CH3:19])[CH3:18])=[O:15])[CH2:3]1)(=[O:39])=[O:38])([O-:30])=[O:29]. (5) Given the reactants [OH:1][C:2]1[CH:3]=[CH:4][C:5]2[CH2:6][C@H:7]3[NH:18][CH2:17][CH2:16][C@@:13]4([C:14]=2[CH:15]=1)[C@H:8]3[CH2:9][CH2:10][CH2:11][CH2:12]4.C(N(CC)CC)C.Cl[C:27]([O:29][CH2:30][C:31]1[CH:36]=[CH:35][CH:34]=[CH:33][CH:32]=1)=[O:28].[Na+].[Cl-], predict the reaction product. The product is: [OH:1][C:2]1[CH:3]=[CH:4][C:5]2[CH2:6][C@H:7]3[N:18]([C:27]([O:29][CH2:30][C:31]4[CH:36]=[CH:35][CH:34]=[CH:33][CH:32]=4)=[O:28])[CH2:17][CH2:16][C@@:13]4([C:14]=2[CH:15]=1)[C@H:8]3[CH2:9][CH2:10][CH2:11][CH2:12]4.